Dataset: Forward reaction prediction with 1.9M reactions from USPTO patents (1976-2016). Task: Predict the product of the given reaction. (1) Given the reactants Br[C:2]1[CH:3]=[C:4]2[C:8](=[CH:9][C:10]=1[F:11])[NH:7][C:6](=[O:12])[CH2:5]2.[OH:13][C:14]1[CH:19]=[CH:18][CH:17]=[CH:16][C:15]=1[C:20]1[CH:25]=[CH:24][C:23](B(O)O)=[CH:22][CH:21]=1.[O-]P([O-])([O-])=O.[K+].[K+].[K+], predict the reaction product. The product is: [F:11][C:10]1[CH:9]=[C:8]2[C:4]([CH2:5][C:6](=[O:12])[NH:7]2)=[CH:3][C:2]=1[C:23]1[CH:22]=[CH:21][C:20]([C:15]2[CH:16]=[CH:17][CH:18]=[CH:19][C:14]=2[OH:13])=[CH:25][CH:24]=1. (2) Given the reactants [NH2:1][CH2:2][CH2:3][N:4]([C:10]1[O:11][C:12]2[CH:18]=[CH:17][C:16]([Cl:19])=[CH:15][C:13]=2[N:14]=1)[CH2:5][CH2:6][C:7](=O)[CH3:8].C([O-])(=O)C.[Na+].[BH-](OC(C)=O)(OC(C)=O)OC(C)=O.[Na+].Cl.[OH-].[Na+], predict the reaction product. The product is: [Cl:19][C:16]1[CH:17]=[CH:18][C:12]2[O:11][C:10]([N:4]3[CH2:5][CH2:6][CH:7]([CH3:8])[NH:1][CH2:2][CH2:3]3)=[N:14][C:13]=2[CH:15]=1. (3) Given the reactants F[C:2]1[CH:9]=[CH:8][C:5](C#N)=[CH:4][CH:3]=1.[CH3:10][C:11]1[CH:17]=[CH:16][CH:15]=[C:13]([OH:14])[C:12]=1[OH:18].[C:19]([O-:22])([O-])=[O:20].[Cs+].[Cs+].OS(O)(=O)=O, predict the reaction product. The product is: [OH:18][C:12]1[C:11]([CH3:10])=[CH:17][CH:16]=[CH:15][C:13]=1[O:14][C:2]1[CH:9]=[CH:8][C:5]([C:19]([OH:22])=[O:20])=[CH:4][CH:3]=1. (4) Given the reactants [S-:1][C:2]#[N:3].[K+].[CH2:11]1[O:12][C:9](O)([CH2:11][OH:12])[CH2:8]O[C:9]1(O)[CH2:8]O.Cl.[CH2:18]([NH2:21])[C:19]#[CH:20].C(O)(=O)C, predict the reaction product. The product is: [OH:12][CH2:11][C:9]1[N:21]([CH2:18][C:19]#[CH:20])[C:2]([SH:1])=[N:3][CH:8]=1. (5) Given the reactants [Br:1][C:2]1[CH:9]=[CH:8][C:5]([CH2:6]Br)=[CH:4][CH:3]=1.[OH:10][CH:11]1[CH2:16][CH2:15][NH:14][CH2:13][CH2:12]1.C(=O)([O-])[O-].[K+].[K+].O, predict the reaction product. The product is: [Br:1][C:2]1[CH:9]=[CH:8][C:5]([CH2:6][N:14]2[CH2:15][CH2:16][CH:11]([OH:10])[CH2:12][CH2:13]2)=[CH:4][CH:3]=1. (6) Given the reactants Cl[CH2:2][C:3]([N:5]([CH3:7])[CH3:6])=[O:4].[NH2:8][C:9]([NH2:11])=[S:10], predict the reaction product. The product is: [C:9]([S:10][CH2:2][C:3]([N:5]([CH3:7])[CH3:6])=[O:4])(=[NH:8])[NH2:11].